This data is from Forward reaction prediction with 1.9M reactions from USPTO patents (1976-2016). The task is: Predict the product of the given reaction. (1) Given the reactants [O:1]1[CH2:3][C@@H:2]1[CH2:4][O:5][CH:6]([C:8]1[CH:13]=[CH:12][CH:11]=[CH:10][C:9]=1[C:14]1[S:18][C:17]([C:19]([O:21][CH2:22][CH3:23])=[O:20])=[CH:16][CH:15]=1)[CH3:7].[CH3:24][C:25]([NH2:38])([CH3:37])[CH2:26][C:27]1[CH:36]=[CH:35][C:34]2[C:29](=[CH:30][CH:31]=[CH:32][CH:33]=2)[CH:28]=1.Cl([O-])(=O)(=O)=O.[Li+], predict the reaction product. The product is: [OH:1][C@H:2]([CH2:3][NH:38][C:25]([CH3:37])([CH3:24])[CH2:26][C:27]1[CH:36]=[CH:35][C:34]2[C:29](=[CH:30][CH:31]=[CH:32][CH:33]=2)[CH:28]=1)[CH2:4][O:5][CH:6]([C:8]1[CH:13]=[CH:12][CH:11]=[CH:10][C:9]=1[C:14]1[S:18][C:17]([C:19]([O:21][CH2:22][CH3:23])=[O:20])=[CH:16][CH:15]=1)[CH3:7]. (2) Given the reactants CC(OC(/N=N/C(OC(C)C)=O)=O)C.O[C:16]1[CH:17]=[C:18]([S:22]([N:25]([CH3:27])[CH3:26])(=[O:24])=[O:23])[CH:19]=[CH:20][CH:21]=1.[Cl:28][C:29]1[C:30]([C:55]([F:58])([F:57])[F:56])=[C:31]([CH:52]=[CH:53][CH:54]=1)[CH2:32][N:33]([CH2:38][CH:39]([C:46]1[CH:51]=[CH:50][CH:49]=[CH:48][CH:47]=1)[C:40]1[CH:45]=[CH:44][CH:43]=[CH:42][CH:41]=1)[CH2:34][CH2:35][CH2:36][OH:37].C1(P(C2C=CC=CC=2)C2C=CC=CC=2)C=CC=CC=1.Cl, predict the reaction product. The product is: [ClH:28].[Cl:28][C:29]1[C:30]([C:55]([F:56])([F:57])[F:58])=[C:31]([CH:52]=[CH:53][CH:54]=1)[CH2:32][N:33]([CH2:38][CH:39]([C:40]1[CH:41]=[CH:42][CH:43]=[CH:44][CH:45]=1)[C:46]1[CH:51]=[CH:50][CH:49]=[CH:48][CH:47]=1)[CH2:34][CH2:35][CH2:36][O:37][C:19]1[CH:20]=[CH:21][CH:16]=[CH:17][C:18]=1[S:22]([N:25]([CH3:27])[CH3:26])(=[O:24])=[O:23]. (3) Given the reactants [F:1][C:2]([F:37])([F:36])[C:3]1[CH:4]=[C:5]([C:16]2[O:20][N:19]=[C:18]([C:21]3[CH:26]=[CH:25][N:24]4[CH:27]=[C:28]([CH2:30][C:31]([O:33]CC)=[O:32])[N:29]=[C:23]4[CH:22]=3)[N:17]=2)[CH:6]=[CH:7][C:8]=1[O:9][CH:10]([CH3:15])[C:11]([F:14])([F:13])[F:12].[OH-].[Na+].[ClH:40].Cl.CCOC(C)=O, predict the reaction product. The product is: [ClH:40].[F:37][C:2]([F:1])([F:36])[C:3]1[CH:4]=[C:5]([C:16]2[O:20][N:19]=[C:18]([C:21]3[CH:26]=[CH:25][N:24]4[CH:27]=[C:28]([CH2:30][C:31]([OH:33])=[O:32])[N:29]=[C:23]4[CH:22]=3)[N:17]=2)[CH:6]=[CH:7][C:8]=1[O:9][CH:10]([CH3:15])[C:11]([F:12])([F:13])[F:14]. (4) Given the reactants [NH2:1][C:2]1[N:3]=[C:4]([CH3:35])[C:5]2=[C:6]([CH2:8][C@H:9]([C:20]3[CH:25]=[CH:24][C:23]([F:26])=[CH:22][C:21]=3[C:27]3[CH:32]=[CH:31][CH:30]=[C:29]([O:33][CH3:34])[N:28]=3)[NH:10]/[C:11]/2=[N:12]\[O:13][CH:14]2[CH2:18][CH2:17][O:16][C:15]2=[O:19])[N:7]=1.[NH3:36].CO, predict the reaction product. The product is: [NH2:1][C:2]1[N:3]=[C:4]([CH3:35])[C:5]2=[C:6]([CH2:8][C@H:9]([C:20]3[CH:25]=[CH:24][C:23]([F:26])=[CH:22][C:21]=3[C:27]3[CH:32]=[CH:31][CH:30]=[C:29]([O:33][CH3:34])[N:28]=3)[NH:10]/[C:11]/2=[N:12]\[O:13][CH:14]([CH2:18][CH2:17][OH:16])[C:15]([NH2:36])=[O:19])[N:7]=1. (5) Given the reactants [F:1][C:2]1[CH:3]=[C:4]([CH:7]=[CH:8][C:9]=1[CH3:10])[C:5]#[N:6].C[O:12]C(OC)N(C)C.O.I([O-])(=O)(=O)=O.[Na+], predict the reaction product. The product is: [F:1][C:2]1[CH:3]=[C:4]([CH:7]=[CH:8][C:9]=1[CH:10]=[O:12])[C:5]#[N:6]. (6) Given the reactants [CH:1]([C:3]1[C:4]([CH3:25])=[N:5][N:6]([CH3:24])[C:7]=1[C:8]1[C:16]2[C:11](=[CH:12][CH:13]=[CH:14][CH:15]=2)[N:10](C(OC(C)(C)C)=O)[CH:9]=1)=[O:2].ClC1N(C)N=C(C)C=1C=O, predict the reaction product. The product is: [NH:10]1[C:11]2[C:16](=[CH:15][CH:14]=[CH:13][CH:12]=2)[C:8]([C:7]2[N:6]([CH3:24])[N:5]=[C:4]([CH3:25])[C:3]=2[CH:1]=[O:2])=[CH:9]1. (7) The product is: [CH2:19]([CH:12]1[C:11]2[C:10]3[CH2:21][CH2:22][NH:6][CH2:7][CH2:8][C:9]=3[CH:18]=[CH:17][C:16]=2[O:15][CH2:14][CH2:13]1)[CH3:20]. Given the reactants C(OC([N:6]1[CH2:22][CH2:21][C:10]2[C:11]3[CH:12]([CH2:19][CH3:20])[CH2:13][CH2:14][O:15][C:16]=3[CH:17]=[CH:18][C:9]=2[CH2:8][CH2:7]1)=O)C.[OH-].[K+], predict the reaction product. (8) Given the reactants [OH:1][CH2:2][C:3]1([C:13]#[N:14])[CH:10]2[CH2:11][CH:6]3[CH2:7][CH:8]([CH2:12][CH:4]1[CH2:5]3)[CH2:9]2.[C:15]([O:19][C:20](=[O:30])[C:21]1[CH:26]=[C:25]([Cl:27])[C:24](F)=[CH:23][C:22]=1[F:29])([CH3:18])([CH3:17])[CH3:16].CC(C)([O-])C.[K+], predict the reaction product. The product is: [Cl:27][C:25]1[C:24]([O:1][CH2:2][C:3]2([C:13]#[N:14])[CH:4]3[CH2:12][CH:8]4[CH2:7][CH:6]([CH2:11][CH:10]2[CH2:9]4)[CH2:5]3)=[CH:23][C:22]([F:29])=[C:21]([CH:26]=1)[C:20]([O:19][C:15]([CH3:16])([CH3:17])[CH3:18])=[O:30].